This data is from TCR-epitope binding with 47,182 pairs between 192 epitopes and 23,139 TCRs. The task is: Binary Classification. Given a T-cell receptor sequence (or CDR3 region) and an epitope sequence, predict whether binding occurs between them. (1) The epitope is NQKLIANQF. The TCR CDR3 sequence is CASSPQGTEAFF. Result: 0 (the TCR does not bind to the epitope). (2) The epitope is NLNESLIDL. The TCR CDR3 sequence is CSASSLREGETQYF. Result: 0 (the TCR does not bind to the epitope).